Predict the reaction yield, written as a fraction of the theoretical maximum amount of product (1.0 means a 100% yield; for example, 0.34 means a 34% yield). From a dataset of Reaction yield outcomes from USPTO patents with 853,638 reactions. (1) No catalyst specified. The yield is 0.780. The reactants are [C:1]1([C:7]2[N:8]=[CH:9][N:10]([CH2:18][O:19][CH2:20][CH2:21][Si:22]([CH3:25])([CH3:24])[CH3:23])[C:11]=2[C:12]2[CH:17]=[CH:16][CH:15]=[CH:14][CH:13]=2)[CH:6]=[CH:5][CH:4]=[CH:3][CH:2]=1.[Li]CCCC.CN([CH:34]=[O:35])C. The product is [C:1]1([C:7]2[N:8]=[C:9]([CH:34]=[O:35])[N:10]([CH2:18][O:19][CH2:20][CH2:21][Si:22]([CH3:25])([CH3:24])[CH3:23])[C:11]=2[C:12]2[CH:13]=[CH:14][CH:15]=[CH:16][CH:17]=2)[CH:2]=[CH:3][CH:4]=[CH:5][CH:6]=1. (2) The reactants are C1(P(C2C=CC=CC=2)C2C=CC=CC=2)C=CC=CC=1.Br[C:21]1[C:22]2[N:23]([N:27]=[C:28]([Cl:30])[N:29]=2)[CH:24]=[CH:25][CH:26]=1.[CH3:31][O:32][C:33]1[CH:38]=[CH:37][CH:36]=[CH:35][C:34]=1B(O)O.C(=O)([O-])[O-].[Na+].[Na+].O. The catalyst is ClCCl.C([O-])(=O)C.[Pd+2].C([O-])(=O)C.CN(C)C=O.O1CCOCC1. The product is [Cl:30][C:28]1[N:29]=[C:22]2[C:21]([C:34]3[CH:35]=[CH:36][CH:37]=[CH:38][C:33]=3[O:32][CH3:31])=[CH:26][CH:25]=[CH:24][N:23]2[N:27]=1. The yield is 0.830. (3) The reactants are [N+:1]([C:4]1[C:5]([N:10]2[CH2:15][CH2:14][NH:13][CH2:12][CH:11]2[C:16]([O:18][C:19]([CH3:22])([CH3:21])[CH3:20])=[O:17])=[N:6][CH:7]=[CH:8][CH:9]=1)([O-])=O.C1CCCCC=1. The catalyst is CO.[OH-].[OH-].[Pd+2]. The product is [NH2:1][C:4]1[C:5]([N:10]2[CH2:15][CH2:14][NH:13][CH2:12][CH:11]2[C:16]([O:18][C:19]([CH3:22])([CH3:21])[CH3:20])=[O:17])=[N:6][CH:7]=[CH:8][CH:9]=1. The yield is 0.870. (4) The reactants are [CH:1]1([C:6]2[CH:7]=[C:8]([NH2:11])[NH:9][N:10]=2)[CH2:5][CH2:4][CH2:3][CH2:2]1.[CH2:12]([O:14][C:15](=[O:26])[C:16](=[CH:22]OCC)[C:17](OCC)=[O:18])[CH3:13]. The catalyst is C(O)(=O)C. The product is [CH2:12]([O:14][C:15]([C:16]1[C:17](=[O:18])[N:9]2[N:10]=[C:6]([CH:1]3[CH2:2][CH2:3][CH2:4][CH2:5]3)[CH:7]=[C:8]2[NH:11][CH:22]=1)=[O:26])[CH3:13]. The yield is 0.710. (5) The reactants are COC1C=CC([CH2:7][N:8](C)[C:9]2[N:10]=[CH:11][CH:12]3[CH:17]([CH:18]=2)[N:16]([CH2:19][CH3:20])[C:15](=[O:21])[C:14]([C:22]2[C:23]([F:41])=[CH:24][C:25]([F:40])=[C:26]([NH:28][C:29]([NH:31][C:32]4[CH:37]=[C:36]([F:38])[CH:35]=[C:34]([F:39])[CH:33]=4)=[O:30])[CH:27]=2)=[CH:13]3)=CC=1.C1(OC)C=CC=CC=1.C(O)(C(F)(F)F)=O. The catalyst is C(Cl)Cl. The product is [F:39][C:34]1[CH:33]=[C:32]([NH:31][C:29]([NH:28][C:26]2[CH:27]=[C:22]([C:14]3[C:15](=[O:21])[N:16]([CH2:19][CH3:20])[CH:17]4[CH:12]([CH:13]=3)[CH:11]=[N:10][C:9]([NH:8][CH3:7])=[CH:18]4)[C:23]([F:41])=[CH:24][C:25]=2[F:40])=[O:30])[CH:37]=[C:36]([F:38])[CH:35]=1. The yield is 0.640. (6) The reactants are Cl.[F:2][C:3]1[CH:8]=[CH:7][C:6]([CH:9]2[CH:14]=[CH:13][NH:12][CH2:11][CH2:10]2)=[CH:5][CH:4]=1.C(N(C(C)C)C(C)C)C.[C:24]1([C:30]2([C:43]3[CH:48]=[CH:47][CH:46]=[CH:45][CH:44]=3)[O:34][C:33]3[CH:35]=[CH:36][C:37]([S:39](Cl)(=[O:41])=[O:40])=[CH:38][C:32]=3[O:31]2)[CH:29]=[CH:28][CH:27]=[CH:26][CH:25]=1. The catalyst is C(Cl)Cl. The product is [C:43]1([C:30]2([C:24]3[CH:25]=[CH:26][CH:27]=[CH:28][CH:29]=3)[O:34][C:33]3[CH:35]=[CH:36][C:37]([S:39]([N:12]4[CH2:11][CH:10]=[C:9]([C:6]5[CH:7]=[CH:8][C:3]([F:2])=[CH:4][CH:5]=5)[CH2:14][CH2:13]4)(=[O:40])=[O:41])=[CH:38][C:32]=3[O:31]2)[CH:48]=[CH:47][CH:46]=[CH:45][CH:44]=1. The yield is 0.750. (7) The yield is 0.700. The product is [C:1]12([NH:11][CH2:15][C:14]3[CH:17]=[CH:18][C:19]([F:21])=[CH:20][C:13]=3[F:12])[CH2:8][CH:7]3[CH2:6][CH:5]([CH2:4][CH:3]([CH2:9]3)[CH2:2]1)[CH2:10]2. No catalyst specified. The reactants are [C:1]12([NH2:11])[CH2:10][CH:5]3[CH2:6][CH:7]([CH2:9][CH:3]([CH2:4]3)[CH2:2]1)[CH2:8]2.[F:12][C:13]1[CH:20]=[C:19]([F:21])[CH:18]=[CH:17][C:14]=1[CH:15]=O. (8) The reactants are [Cl:1][C:2]1[CH:3]=[CH:4][C:5]([S:9][CH2:10][C:11]2[CH:16]=[CH:15][CH:14]=[CH:13][C:12]=2[N+:17]([O-:19])=[O:18])=[C:6]([CH:8]=1)[NH2:7].[O:20]1[C:24]2[CH:25]=[CH:26][CH:27]=[CH:28][C:23]=2[CH:22]=[C:21]1[S:29](Cl)(=[O:31])=[O:30]. The catalyst is N1C=CC=CC=1. The product is [Cl:1][C:2]1[CH:3]=[CH:4][C:5]([S:9][CH2:10][C:11]2[CH:16]=[CH:15][CH:14]=[CH:13][C:12]=2[N+:17]([O-:19])=[O:18])=[C:6]([NH:7][S:29]([C:21]2[O:20][C:24]3[CH:25]=[CH:26][CH:27]=[CH:28][C:23]=3[CH:22]=2)(=[O:30])=[O:31])[CH:8]=1. The yield is 0.690.